Dataset: Catalyst prediction with 721,799 reactions and 888 catalyst types from USPTO. Task: Predict which catalyst facilitates the given reaction. Reactant: [CH2:1]([S:4]([C:7]1[CH:12]=[CH:11][C:10]([CH:13]([NH2:20])[CH2:14][N:15]2[CH2:19][CH2:18][CH2:17][CH2:16]2)=[CH:9][CH:8]=1)(=[O:6])=[O:5])[CH2:2][CH3:3].C(N(CC)CC)C.[Cl:28][C:29]1[CH:37]=[C:36]([Cl:38])[CH:35]=[CH:34][C:30]=1[C:31](Cl)=[O:32]. Product: [Cl:28][C:29]1[CH:37]=[C:36]([Cl:38])[CH:35]=[CH:34][C:30]=1[C:31]([NH:20][CH:13]([C:10]1[CH:11]=[CH:12][C:7]([S:4]([CH2:1][CH2:2][CH3:3])(=[O:6])=[O:5])=[CH:8][CH:9]=1)[CH2:14][N:15]1[CH2:16][CH2:17][CH2:18][CH2:19]1)=[O:32]. The catalyst class is: 46.